Dataset: Aqueous solubility values for 9,982 compounds from the AqSolDB database. Task: Regression/Classification. Given a drug SMILES string, predict its absorption, distribution, metabolism, or excretion properties. Task type varies by dataset: regression for continuous measurements (e.g., permeability, clearance, half-life) or binary classification for categorical outcomes (e.g., BBB penetration, CYP inhibition). For this dataset (solubility_aqsoldb), we predict Y. (1) The molecule is O=[N+]([O-])c1ccc(-c2nc3ccc(Cl)cc3[nH]2)o1. The Y is -4.82 log mol/L. (2) The molecule is NCC(=O)NCC(=O)Nc1c(S(N)(=O)=O)cc(S(N)(=O)=O)c(Cl)c1Cl. The Y is -1.23 log mol/L.